From a dataset of Full USPTO retrosynthesis dataset with 1.9M reactions from patents (1976-2016). Predict the reactants needed to synthesize the given product. (1) Given the product [CH3:9][O:10][C:11]1[CH:12]=[C:13]([C:19]2[C@@H:28]3[C@@H:23]([CH2:24][CH:25]=[CH:26][CH2:27]3)[C:22](=[O:29])[N:21]([CH:30]3[CH2:35][CH2:34][N:33]([CH2:2][CH2:3][O:4][CH2:5][CH2:6][OH:7])[CH2:32][CH2:31]3)[N:20]=2)[CH:14]=[CH:15][C:16]=1[O:17][CH3:18], predict the reactants needed to synthesize it. The reactants are: Cl[CH2:2][CH2:3][O:4][CH2:5][CH2:6][OH:7].Cl.[CH3:9][O:10][C:11]1[CH:12]=[C:13]([C:19]2[C@@H:28]3[C@@H:23]([CH2:24][CH:25]=[CH:26][CH2:27]3)[C:22](=[O:29])[N:21]([CH:30]3[CH2:35][CH2:34][N:33](CCSC)[CH2:32][CH2:31]3)[N:20]=2)[CH:14]=[CH:15][C:16]=1[O:17][CH3:18]. (2) Given the product [F:57][C:24]([F:23])([F:58])[C:25]1[CH:30]=[CH:29][C:28](/[CH:31]=[CH:32]/[C:33]2[O:34][CH:35]=[C:36]([CH2:38][O:39][C:40]3[CH:45]=[CH:44][C:43]([CH2:46][CH2:47][CH2:48][CH2:49][N:50]4[CH:54]=[CH:53][N:52]=[C:51]4[CH2:55][S:17]([C:16]([F:22])([F:21])[F:15])(=[O:19])=[O:18])=[CH:42][CH:41]=3)[N:37]=2)=[CH:27][CH:26]=1, predict the reactants needed to synthesize it. The reactants are: C(N(CC)CC)C.P(OC)(OC)OC.[F:15][C:16]([F:22])([F:21])[S:17](Cl)(=[O:19])=[O:18].[F:23][C:24]([F:58])([F:57])[C:25]1[CH:30]=[CH:29][C:28](/[CH:31]=[CH:32]/[C:33]2[O:34][CH:35]=[C:36]([CH2:38][O:39][C:40]3[CH:45]=[CH:44][C:43]([CH2:46][CH2:47][CH2:48][CH2:49][N:50]4[CH:54]=[CH:53][N:52]=[C:51]4[CH2:55]O)=[CH:42][CH:41]=3)[N:37]=2)=[CH:27][CH:26]=1. (3) Given the product [Cl:36][C:33]1[CH:34]=[CH:35][C:30]([CH2:29][C:14]2[C:11]3[C:12](=[O:13])[N:7]([CH2:6][CH2:5][CH2:4][OH:3])[C:8](=[O:38])[N:9]([CH3:37])[C:10]=3[N:17]=[CH:16][C:15]=2[C:18]2[CH:23]=[CH:22][CH:21]=[C:20]([O:24][C:25]([F:28])([F:27])[F:26])[CH:19]=2)=[CH:31][CH:32]=1, predict the reactants needed to synthesize it. The reactants are: C([O:3][CH2:4][CH2:5][CH2:6][N:7]1[C:12](=[O:13])[C:11]2[C:14]([CH2:29][C:30]3[CH:35]=[CH:34][C:33]([Cl:36])=[CH:32][CH:31]=3)=[C:15]([C:18]3[CH:23]=[CH:22][CH:21]=[C:20]([O:24][C:25]([F:28])([F:27])[F:26])[CH:19]=3)[CH:16]=[N:17][C:10]=2[N:9]([CH3:37])[C:8]1=[O:38])=O.O[Li].O. (4) Given the product [CH3:18][C:9]1[CH:10]=[C:11]([CH3:16])[C:12]2[C:7](=[C:6]3[C:15](=[CH:14][CH:13]=2)[C:2]([CH3:1])=[CH:3][CH:4]=[N:5]3)[N:8]=1, predict the reactants needed to synthesize it. The reactants are: [CH3:1][C:2]1[C:15]2[C:6](=[C:7]3[C:12](=[CH:13][CH:14]=2)[C:11]([CH3:16])=[CH:10][CH:9]=[N:8]3)[N:5]=[CH:4][CH:3]=1.[Li][CH3:18]. (5) Given the product [CH2:1]([N:8]([CH3:25])[C@@H:9]1[CH2:14][CH2:13][CH2:12][CH2:11][C@@H:10]1[NH:15][C:16]([O:18][C:19]([CH3:22])([CH3:21])[CH3:20])=[O:17])[C:2]1[CH:3]=[CH:4][CH:5]=[CH:6][CH:7]=1, predict the reactants needed to synthesize it. The reactants are: [CH2:1]([NH:8][C@@H:9]1[CH2:14][CH2:13][CH2:12][CH2:11][C@@H:10]1[NH:15][C:16]([O:18][C:19]([CH3:22])([CH3:21])[CH3:20])=[O:17])[C:2]1[CH:7]=[CH:6][CH:5]=[CH:4][CH:3]=1.C=O.[C:25]([BH3-])#N.[Na+].C(=O)([O-])O.[Na+]. (6) Given the product [CH3:46][O:47][C:48](=[O:49])[C@@H:50]1[CH2:51][C@@H:52]([OH:55])[CH2:53][N:54]1[C:10](=[O:12])[CH2:9][NH:8][C:6]([O:5][C:1]([CH3:2])([CH3:3])[CH3:4])=[O:7], predict the reactants needed to synthesize it. The reactants are: [C:1]([O:5][C:6]([NH:8][CH2:9][C:10]([OH:12])=O)=[O:7])([CH3:4])([CH3:3])[CH3:2].CCN(C(C)C)C(C)C.CN(C(ON1N=NC2C=CC=CC1=2)=[N+](C)C)C.F[P-](F)(F)(F)(F)F.[CH3:46][O:47][C:48]([C@H:50]1[NH:54][CH2:53][C@H:52]([OH:55])[CH2:51]1)=[O:49].Cl. (7) The reactants are: [Cl:1][C:2]1[CH:7]=[CH:6][CH:5]=[C:4]([NH:8][NH2:9])[N:3]=1.[CH2:10](OC(OCC)OCC)C. Given the product [Cl:1][C:2]1[N:3]2[CH:10]=[N:9][N:8]=[C:4]2[CH:5]=[CH:6][CH:7]=1, predict the reactants needed to synthesize it.